From a dataset of Full USPTO retrosynthesis dataset with 1.9M reactions from patents (1976-2016). Predict the reactants needed to synthesize the given product. (1) Given the product [Cl:32][CH2:27][CH:26]([CH2:25][NH:24][C:21]1[CH:22]=[CH:23][C:18]([C@H:10]([C:11]2[CH:16]=[CH:15][CH:14]=[CH:13][C:12]=2[CH3:17])[CH2:9]/[C:8](=[N:33]\[OH:34])/[C:6]2[CH:5]=[CH:4][N:3]=[C:2]([CH3:1])[CH:7]=2)=[CH:19][CH:20]=1)[C:28]([OH:30])=[O:29], predict the reactants needed to synthesize it. The reactants are: [CH3:1][C:2]1[CH:7]=[C:6]([C:8](=O)[CH2:9][C@H:10]([C:18]2[CH:23]=[CH:22][C:21]([N:24]3[CH2:27][CH:26]([C:28]([OH:30])=[O:29])[CH2:25]3)=[CH:20][CH:19]=2)[C:11]2[CH:16]=[CH:15][CH:14]=[CH:13][C:12]=2[CH3:17])[CH:5]=[CH:4][N:3]=1.[ClH:32].[NH2:33][OH:34].C(=O)([O-])O.[Na+]. (2) Given the product [Cl:80][C:73]1[CH:72]=[C:71]([C:68]2[CH:69]=[CH:70][N:66]([CH2:65][C@@H:64]([NH:63][C:30]([C:28]3[O:27][N:26]=[C:25]([C:23]4[N:22]=[CH:21][N:20]([C:1]([C:14]5[CH:19]=[CH:18][CH:17]=[CH:16][CH:15]=5)([C:2]5[CH:3]=[CH:4][CH:5]=[CH:6][CH:7]=5)[C:8]5[CH:13]=[CH:12][CH:11]=[CH:10][CH:9]=5)[CH:24]=4)[N:29]=3)=[O:32])[CH3:81])[N:67]=2)[CH:78]=[C:77]([F:79])[C:74]=1[C:75]#[N:76], predict the reactants needed to synthesize it. The reactants are: [C:1]([N:20]1[CH:24]=[C:23]([C:25]2[N:29]=[C:28]([C:30]([OH:32])=O)[O:27][N:26]=2)[N:22]=[CH:21]1)([C:14]1[CH:19]=[CH:18][CH:17]=[CH:16][CH:15]=1)([C:8]1[CH:13]=[CH:12][CH:11]=[CH:10][CH:9]=1)[C:2]1[CH:7]=[CH:6][CH:5]=[CH:4][CH:3]=1.C1C=CC2N(O)N=NC=2C=1.CCN(C(C)C)C(C)C.CCN=C=NCCCN(C)C.[NH2:63][C@@H:64]([CH3:81])[CH2:65][N:66]1[CH:70]=[CH:69][C:68]([C:71]2[CH:78]=[C:77]([F:79])[C:74]([C:75]#[N:76])=[C:73]([Cl:80])[CH:72]=2)=[N:67]1. (3) Given the product [O:15]=[C:11]1[N:10]([C:8]2[CH:9]=[C:4]([CH:5]=[C:6]([N:25]3[C:35]4[C:30](=[CH:31][CH:32]=[CH:33][CH:34]=4)[C@:28]4([C:19]5([CH2:24][CH2:23][O:22][CH2:21][CH2:20]5)[CH2:18]4)[C:26]3=[O:27])[CH:7]=2)[C:3]([OH:2])=[O:17])[CH2:14][CH2:13][O:12]1, predict the reactants needed to synthesize it. The reactants are: C[O:2][C:3](=[O:17])[C:4]1[CH:9]=[C:8]([N:10]2[CH2:14][CH2:13][O:12][C:11]2=[O:15])[CH:7]=[C:6](Br)[CH:5]=1.[CH2:18]=[C:19]1[CH2:24][CH2:23][O:22][CH2:21][CH2:20]1.[NH:25]1[C:35]2[C:30](=[CH:31][CH:32]=[CH:33][CH:34]=2)[C:28](=O)[C:26]1=[O:27]. (4) Given the product [C:40]([NH:1][C:2]1[CH:3]=[C:4]([NH:12][C:13]2[N:18]=[C:17]([NH:19][C:20]3[CH:29]=[CH:28][CH:27]=[CH:26][C:21]=3[C:22]([NH:24][CH3:25])=[O:23])[C:16]([Cl:30])=[CH:15][N:14]=2)[CH:5]=[C:6]([C:8]([F:11])([F:10])[F:9])[CH:7]=1)(=[O:43])[CH:41]=[CH2:42], predict the reactants needed to synthesize it. The reactants are: [NH2:1][C:2]1[CH:3]=[C:4]([NH:12][C:13]2[N:18]=[C:17]([NH:19][C:20]3[CH:29]=[CH:28][CH:27]=[CH:26][C:21]=3[C:22]([NH:24][CH3:25])=[O:23])[C:16]([Cl:30])=[CH:15][N:14]=2)[CH:5]=[C:6]([C:8]([F:11])([F:10])[F:9])[CH:7]=1.CCN(C(C)C)C(C)C.[C:40](Cl)(=[O:43])[CH:41]=[CH2:42]. (5) Given the product [Cl:1][C:2]1[CH:3]=[C:4]([CH3:19])[C:5]2[O:10][CH:9]([C:12]([F:15])([F:14])[F:13])[C:8]([C:16]([OH:18])=[O:17])=[CH:7][C:6]=2[CH:11]=1, predict the reactants needed to synthesize it. The reactants are: [Cl:1][C:2]1[C:11]2[O:10][CH:9]([C:12]([F:15])([F:14])[F:13])[C:8]([C:16]([OH:18])=[O:17])=[CH:7][C:6]=2[CH:5]=[C:4]([CH3:19])[CH:3]=1.ClC1C2OC(C(F)(F)F)C(C(O)=O)=CC=2C=C(OC)C=1. (6) Given the product [OH:1][C:2]([C:6]1[CH:11]=[CH:10][C:9]([CH3:12])=[CH:8][CH:7]=1)([C:13]1[CH:18]=[CH:17][C:16]([CH3:19])=[CH:15][CH:14]=1)[C:3]([NH:24][CH2:25][CH2:26][CH2:27][C:27]1([C:30]2[CH:31]=[C:32]([NH:36][C:37](=[O:41])[CH:38]([CH3:39])[CH3:40])[CH:33]=[N:34][CH:35]=2)[CH2:26][CH2:25][NH:24][CH2:29][CH2:28]1)=[O:5], predict the reactants needed to synthesize it. The reactants are: [OH:1][C:2]([C:13]1[CH:18]=[CH:17][C:16]([CH3:19])=[CH:15][CH:14]=1)([C:6]1[CH:11]=[CH:10][C:9]([CH3:12])=[CH:8][CH:7]=1)[C:3]([OH:5])=O.NCCC[N:24]1[CH2:29][CH2:28][CH:27]([C:30]2[CH:31]=[C:32]([NH:36][C:37](=[O:41])[CH:38]([CH3:40])[CH3:39])[CH:33]=[N:34][CH:35]=2)[CH2:26][CH2:25]1. (7) Given the product [Br:1][C:2]1[C:10]([F:11])=[CH:9][C:5]([C:6]([O:8][CH3:19])=[O:7])=[C:4]([N+:12]([O-:14])=[O:13])[CH:3]=1, predict the reactants needed to synthesize it. The reactants are: [Br:1][C:2]1[C:10]([F:11])=[CH:9][C:5]([C:6]([OH:8])=[O:7])=[C:4]([N+:12]([O-:14])=[O:13])[CH:3]=1.O=S(Cl)Cl.[C:19]([O-])(O)=O.[Na+].C(OCC)(=O)C. (8) Given the product [NH2:5][C:6]1[C:15]2[N:16]=[C:17]([CH2:29][OH:30])[N:18]([CH2:19][CH2:20][CH2:21][CH2:22][NH:23][C:24](=[O:28])[CH:25]([CH3:27])[CH3:26])[C:14]=2[C:13]2[CH:12]=[CH:11][CH:10]=[CH:9][C:8]=2[N:7]=1, predict the reactants needed to synthesize it. The reactants are: B(Br)(Br)Br.[NH2:5][C:6]1[C:15]2[N:16]=[C:17]([CH2:29][O:30]CC)[N:18]([CH2:19][CH2:20][CH2:21][CH2:22][NH:23][C:24](=[O:28])[CH:25]([CH3:27])[CH3:26])[C:14]=2[C:13]2[CH:12]=[CH:11][CH:10]=[CH:9][C:8]=2[N:7]=1. (9) Given the product [CH:18]1([N:17]([CH2:16][C:15]2[CH:21]=[CH:22][CH:23]=[CH:24][C:14]=2[Si:13]([CH3:31])([CH3:12])[C:25]2[CH:30]=[CH:29][CH:28]=[CH:27][CH:26]=2)[C:9]([C:3]2[C:4]([CH3:8])=[N:5][N:6]([CH3:7])[C:2]=2[F:1])=[O:10])[CH2:20][CH2:19]1, predict the reactants needed to synthesize it. The reactants are: [F:1][C:2]1[N:6]([CH3:7])[N:5]=[C:4]([CH3:8])[C:3]=1[C:9](Cl)=[O:10].[CH3:12][Si:13]([CH3:31])([C:25]1[CH:30]=[CH:29][CH:28]=[CH:27][CH:26]=1)[C:14]1[CH:24]=[CH:23][CH:22]=[CH:21][C:15]=1[CH2:16][NH:17][CH:18]1[CH2:20][CH2:19]1.C(N(CC)CC)C.